From a dataset of Reaction yield outcomes from USPTO patents with 853,638 reactions. Predict the reaction yield, written as a fraction of the theoretical maximum amount of product (1.0 means a 100% yield; for example, 0.34 means a 34% yield). (1) The reactants are C[O:2][C:3](=[O:17])[C@H:4]([CH3:16])[NH:5][C:6](=[O:15])[C:7]1[CH:12]=[CH:11][C:10]([CH3:13])=[CH:9][C:8]=1[CH3:14].[OH-].[K+]. The catalyst is CO.O1CCCC1.O.C(OCC)C.[Cl-].[Na+].O. The product is [CH3:14][C:8]1[CH:9]=[C:10]([CH3:13])[CH:11]=[CH:12][C:7]=1[C:6]([NH:5][C@H:4]([C:3]([OH:17])=[O:2])[CH3:16])=[O:15]. The yield is 0.545. (2) The reactants are [C:1]1([CH2:7][CH2:8][C:9](=O)[CH3:10])[CH:6]=[CH:5][CH:4]=[CH:3][CH:2]=1.C[Si](C)(C)[O:14][SiH](C)C.[F-].C([N+](CCCC)(CCCC)CCCC)CCC. The catalyst is C1COCC1. The product is [C:1]1([CH2:7][CH2:8][CH2:9][CH2:10][OH:14])[CH:6]=[CH:5][CH:4]=[CH:3][CH:2]=1. The yield is 0.920. (3) The reactants are [C:1]1([CH2:7][C:8]([OH:10])=O)[CH:6]=[CH:5][CH:4]=[CH:3][CH:2]=1.C(Cl)(=O)C(Cl)=O.[F:17][C:18]1[CH:23]=[CH:22][C:21]([O:24]C)=[CH:20][CH:19]=1.[Al+3].[Cl-].[Cl-].[Cl-]. The yield is 0.560. The product is [F:17][C:18]1[CH:19]=[CH:20][C:21]([OH:24])=[C:22]([C:8](=[O:10])[CH2:7][C:1]2[CH:2]=[CH:3][CH:4]=[CH:5][CH:6]=2)[CH:23]=1. The catalyst is ClCCl.CN(C=O)C. (4) The reactants are [N+:1]([C:4]1[CH:12]=[C:11]([C:13]([F:16])([F:15])[F:14])[CH:10]=[CH:9][C:5]=1[C:6]([OH:8])=[O:7])([O-])=O.C(Cl)Cl.CO. The catalyst is [Pd].CO. The product is [NH2:1][C:4]1[CH:12]=[C:11]([C:13]([F:14])([F:15])[F:16])[CH:10]=[CH:9][C:5]=1[C:6]([OH:8])=[O:7]. The yield is 0.920. (5) The reactants are [Cl:1][CH2:2][CH2:3][O:4][C:5]1[CH:6]=[C:7]2[C:11](=[CH:12][C:13]=1[O:14][CH3:15])[NH:10][C:9]([C:16]([OH:18])=[O:17])=[CH:8]2.[NH:19]([CH3:21])[CH3:20].C([O-])([O-])=O.[Na+].[Na+]. The catalyst is O. The product is [ClH:1].[CH3:20][N:19]([CH2:2][CH2:3][O:4][C:5]1[CH:6]=[C:7]2[C:11](=[CH:12][C:13]=1[O:14][CH3:15])[NH:10][C:9]([C:16]([OH:18])=[O:17])=[CH:8]2)[CH3:21]. The yield is 0.980. (6) The reactants are [CH3:1][C:2]1([CH3:14])[O:6][C@H:5]([CH2:7][C:8]([S:10](Cl)(=[O:12])=[O:11])=[CH2:9])[CH2:4][O:3]1.[F:15][C:16]1[C:21]([F:22])=[C:20]([NH:23][C:24]2[CH:29]=[CH:28][C:27]([I:30])=[CH:26][C:25]=2[F:31])[C:19]([NH2:32])=[C:18]([O:33][CH3:34])[CH:17]=1. The catalyst is N1C=CC=CC=1. The product is [F:22][C:21]1[C:20]([NH:23][C:24]2[CH:29]=[CH:28][C:27]([I:30])=[CH:26][C:25]=2[F:31])=[C:19]([NH:32][S:10]([C:8]([CH2:7][C@@H:5]2[CH2:4][O:3][C:2]([CH3:14])([CH3:1])[O:6]2)=[CH2:9])(=[O:12])=[O:11])[C:18]([O:33][CH3:34])=[CH:17][C:16]=1[F:15]. The yield is 0.170. (7) The reactants are [CH2:1]([C:4]1[CH:9]=[C:8]([C:10]2[S:11][CH:12]=[C:13]([C:15]3[CH:20]=[CH:19][C:18]([NH2:21])=[CH:17][CH:16]=3)[N:14]=2)[CH:7]=[CH:6][N:5]=1)[CH2:2][CH3:3].[C:22]([O:26][C:27](O[C:27]([O:26][C:22]([CH3:25])([CH3:24])[CH3:23])=[O:28])=[O:28])([CH3:25])([CH3:24])[CH3:23]. The catalyst is CN(C)C1C=CN=CC=1.C1COCC1. The product is [CH2:1]([C:4]1[CH:9]=[C:8]([C:10]2[S:11][CH:12]=[C:13]([C:15]3[CH:16]=[CH:17][C:18]([NH:21][C:27](=[O:28])[O:26][C:22]([CH3:25])([CH3:24])[CH3:23])=[CH:19][CH:20]=3)[N:14]=2)[CH:7]=[CH:6][N:5]=1)[CH2:2][CH3:3]. The yield is 0.430.